This data is from Reaction yield outcomes from USPTO patents with 853,638 reactions. The task is: Predict the reaction yield, written as a fraction of the theoretical maximum amount of product (1.0 means a 100% yield; for example, 0.34 means a 34% yield). (1) The reactants are [Cl:1][C:2]1[CH:3]=[C:4]([CH:8]=[CH:9][N:10]=1)[C:5]([OH:7])=O.S(Cl)(Cl)=O.[NH2:15][C:16]1[S:17][C:18]([N:26]2[CH2:31][CH2:30][O:29][CH2:28][CH2:27]2)=[C:19]([C:21]2[O:22][CH:23]=[CH:24][CH:25]=2)[N:20]=1. The catalyst is N1C=CC=CC=1. The product is [Cl:1][C:2]1[CH:3]=[C:4]([C:5]([NH:15][C:16]2[S:17][C:18]([N:26]3[CH2:27][CH2:28][O:29][CH2:30][CH2:31]3)=[C:19]([C:21]3[O:22][CH:23]=[CH:24][CH:25]=3)[N:20]=2)=[O:7])[CH:8]=[CH:9][N:10]=1. The yield is 0.660. (2) The reactants are [F:1][C:2]1[C:3]([NH:24][C:25]2[CH:30]=[CH:29][C:28]([I:31])=[CH:27][C:26]=2[F:32])=[C:4]([C:9]([N:11]2[CH2:14][C:13]([CH:16]([OH:23])[CH2:17][CH:18]3[O:22][CH2:21][CH2:20][O:19]3)([OH:15])[CH2:12]2)=[O:10])[CH:5]=[CH:6][C:7]=1[F:8].C(N(CC)CC)C.[CH:40]([C:43]1[CH:48]=[C:47]([CH:49]([CH3:51])[CH3:50])[CH:46]=[C:45]([CH:52]([CH3:54])[CH3:53])[C:44]=1[S:55](Cl)(=[O:57])=[O:56])([CH3:42])[CH3:41].C(OCC)(=O)C. The catalyst is ClCCl.CN(C)C1C=CN=CC=1. The product is [CH3:42][CH:40]([C:43]1[CH:48]=[C:47]([CH:49]([CH3:50])[CH3:51])[CH:46]=[C:45]([CH:52]([CH3:54])[CH3:53])[C:44]=1[S:55]([O:23][CH:16]([C:13]1([OH:15])[CH2:12][N:11]([C:9]([C:4]2[CH:5]=[CH:6][C:7]([F:8])=[C:2]([F:1])[C:3]=2[NH:24][C:25]2[CH:30]=[CH:29][C:28]([I:31])=[CH:27][C:26]=2[F:32])=[O:10])[CH2:14]1)[CH2:17][CH:18]1[O:22][CH2:21][CH2:20][O:19]1)(=[O:56])=[O:57])[CH3:41]. The yield is 0.140. (3) The reactants are C[O-].[Na+].[Na].[CH2:5]([O:12][C:13]1[CH:20]=[CH:19][C:16]([CH:17]=O)=[CH:15][C:14]=1[N+:21]([O-:23])=[O:22])[C:6]1[CH:11]=[CH:10][CH:9]=[CH:8][CH:7]=1.[N:24]([CH2:27][C:28]([O:30][CH3:31])=[O:29])=[N+:25]=[N-:26]. The catalyst is CO.O. The product is [N:24](/[C:27](=[CH:17]\[C:16]1[CH:19]=[CH:20][C:13]([O:12][CH2:5][C:6]2[CH:11]=[CH:10][CH:9]=[CH:8][CH:7]=2)=[C:14]([N+:21]([O-:23])=[O:22])[CH:15]=1)/[C:28]([O:30][CH3:31])=[O:29])=[N+:25]=[N-:26]. The yield is 0.590. (4) The reactants are [Cl:1][C:2]1[CH:7]=[CH:6][C:5]([S:8]([CH:11]2[CH2:16][CH2:15][NH:14][CH2:13][CH2:12]2)(=[O:10])=[O:9])=[CH:4][CH:3]=1.Cl[C:18]1[CH:27]=[CH:26][C:25]2[C:20](=[CH:21][CH:22]=[CH:23][CH:24]=2)[N:19]=1.CCN(C(C)C)C(C)C. The catalyst is O1CCOCC1. The product is [Cl:1][C:2]1[CH:3]=[CH:4][C:5]([S:8]([CH:11]2[CH2:16][CH2:15][N:14]([C:18]3[CH:27]=[CH:26][C:25]4[C:20](=[CH:21][CH:22]=[CH:23][CH:24]=4)[N:19]=3)[CH2:13][CH2:12]2)(=[O:9])=[O:10])=[CH:6][CH:7]=1. The yield is 0.0800. (5) The reactants are [CH3:1][S:2][C:3]1[CH:8]=[CH:7][C:6]([CH2:9][C:10]([OH:12])=[O:11])=[CH:5][CH:4]=1.S(=O)(=O)(O)O.[CH3:18]O. No catalyst specified. The product is [CH3:18][O:11][C:10](=[O:12])[CH2:9][C:6]1[CH:5]=[CH:4][C:3]([S:2][CH3:1])=[CH:8][CH:7]=1. The yield is 0.920. (6) The reactants are [C:1]1([C@@H:7]2[CH2:9][C@H:8]2[C:10](Cl)=[O:11])[CH:6]=[CH:5][CH:4]=[CH:3][CH:2]=1.[NH2:13][C:14]1[CH:19]=[CH:18][C:17]([C:20]2[C:28]3[C:23](=[N:24][CH:25]=[N:26][C:27]=3[NH2:29])[N:22]([CH:30]3[CH2:35][CH2:34][N:33]([CH:36]4[CH2:41][CH2:40][N:39]([CH3:42])[CH2:38][CH2:37]4)[CH2:32][CH2:31]3)[N:21]=2)=[CH:16][C:15]=1[O:43][CH3:44]. The catalyst is N1C=CC=CC=1. The product is [NH2:29][C:27]1[N:26]=[CH:25][N:24]=[C:23]2[N:22]([CH:30]3[CH2:35][CH2:34][N:33]([CH:36]4[CH2:41][CH2:40][N:39]([CH3:42])[CH2:38][CH2:37]4)[CH2:32][CH2:31]3)[N:21]=[C:20]([C:17]3[CH:18]=[CH:19][C:14]([NH:13][C:10]([C@@H:8]4[CH2:9][C@H:7]4[C:1]4[CH:6]=[CH:5][CH:4]=[CH:3][CH:2]=4)=[O:11])=[C:15]([O:43][CH3:44])[CH:16]=3)[C:28]=12. The yield is 0.600. (7) The reactants are [Br:1][C:2]1[CH:3]=[C:4]([CH:16]=[CH:17][CH:18]=1)[O:5][CH2:6][C:7]1[N:15]=[CH:14][CH:13]=[CH:12][C:8]=1[C:9]([OH:11])=O.[OH-].[Na+]. No catalyst specified. The product is [Br:1][C:2]1[CH:18]=[CH:17][C:16]2[C:9](=[O:11])[C:8]3[C:7]([CH2:6][O:5][C:4]=2[CH:3]=1)=[N:15][CH:14]=[CH:13][CH:12]=3. The yield is 0.270.